The task is: Predict the reaction yield, written as a fraction of the theoretical maximum amount of product (1.0 means a 100% yield; for example, 0.34 means a 34% yield).. This data is from Reaction yield outcomes from USPTO patents with 853,638 reactions. (1) The reactants are [N:1]([CH2:4][CH2:5][NH:6][C:7](=[O:21])[CH2:8][CH2:9][CH2:10][CH2:11]CCCCCCCCC)=[N+:2]=[N-:3].[N:22](CCN)=[N+]=[N-].C(N(CC)CC)C. The catalyst is ClCCl. The product is [N:1]([CH2:4][CH2:5][NH:6][C:7]([C:8]1[NH:22][CH:11]=[CH:10][CH:9]=1)=[O:21])=[N+:2]=[N-:3]. The yield is 0.660. (2) The reactants are Cl[C:2]1[N:7]=[C:6]([NH:8][C@@H:9]2[C@@H:14]3[CH2:15][C@@H:11]([CH:12]=[CH:13]3)[C@@H:10]2[C:16]([NH2:18])=[O:17])[C:5]([Cl:19])=[CH:4][N:3]=1.[NH2:20][C:21]1[C:35]([O:36][CH3:37])=[CH:34][C:24]2[CH2:25][CH2:26][N:27]([CH2:30][C@@H:31]([OH:33])[CH3:32])[CH2:28][CH2:29][C:23]=2[CH:22]=1. The product is [Cl:19][C:5]1[C:6]([NH:8][C@@H:9]2[C@@H:14]3[CH2:15][C@@H:11]([CH:12]=[CH:13]3)[C@@H:10]2[C:16]([NH2:18])=[O:17])=[N:7][C:2]([NH:20][C:21]2[C:35]([O:36][CH3:37])=[CH:34][C:24]3[CH2:25][CH2:26][N:27]([CH2:30][C@@H:31]([OH:33])[CH3:32])[CH2:28][CH2:29][C:23]=3[CH:22]=2)=[N:3][CH:4]=1. No catalyst specified. The yield is 0.700. (3) The reactants are CCCCCC.[H-].[Na+].[Br:9][C:10]1[C:15]([CH3:16])=[CH:14][C:13]([OH:17])=[CH:12][C:11]=1[CH3:18].[CH3:19][O:20][CH2:21]Cl. The catalyst is O1CCCC1.[OH-].[Na+]. The product is [Br:9][C:10]1[C:15]([CH3:16])=[CH:14][C:13]([O:17][CH2:19][O:20][CH3:21])=[CH:12][C:11]=1[CH3:18]. The yield is 0.740.